From a dataset of Catalyst prediction with 721,799 reactions and 888 catalyst types from USPTO. Predict which catalyst facilitates the given reaction. (1) Reactant: [NH2:1][C:2]1[CH:6]=[CH:5][O:4][N:3]=1.N1C=CC=CC=1.Cl[C:14]([O:16][CH2:17][C:18]([Cl:21])([Cl:20])[Cl:19])=[O:15].O. Product: [O:4]1[CH:5]=[CH:6][C:2]([NH:1][C:14](=[O:15])[O:16][CH2:17][C:18]([Cl:21])([Cl:20])[Cl:19])=[N:3]1. The catalyst class is: 7. (2) Reactant: [I-].[CH3:2][S+](C)(C)=O.[H-].[Na+].[N:9]1[CH:14]=[CH:13][CH:12]=[C:11](/[CH:15]=[CH:16]/[C:17]([O:19][CH2:20][CH3:21])=[O:18])[CH:10]=1. Product: [N:9]1[CH:14]=[CH:13][CH:12]=[C:11]([C@@H:15]2[CH2:2][C@H:16]2[C:17]([O:19][CH2:20][CH3:21])=[O:18])[CH:10]=1. The catalyst class is: 16. (3) Reactant: [N:1]([C@@H:4]1[C:14]2[C:9](=[N:10][CH:11]=[CH:12][CH:13]=2)[C@H:8]([NH:15][C:16]([C:18]2[CH:19]=[C:20]3[CH2:35][C@@:25]4([C:33]5[C:28](=[N:29][CH:30]=[CH:31][CH:32]=5)[NH:27][C:26]4=[O:34])[CH2:24][C:21]3=[N:22][CH:23]=2)=[O:17])[CH2:7][CH2:6][C@H:5]1[C:36]1[CH:41]=[CH:40][CH:39]=[C:38]([F:42])[C:37]=1[F:43])=[N+]=[N-].CP(C)C. Product: [NH2:1][C@@H:4]1[C:14]2[C:9](=[N:10][CH:11]=[CH:12][CH:13]=2)[C@H:8]([NH:15][C:16]([C:18]2[CH:19]=[C:20]3[CH2:35][C@@:25]4([C:33]5[C:28](=[N:29][CH:30]=[CH:31][CH:32]=5)[NH:27][C:26]4=[O:34])[CH2:24][C:21]3=[N:22][CH:23]=2)=[O:17])[CH2:7][CH2:6][C@H:5]1[C:36]1[CH:41]=[CH:40][CH:39]=[C:38]([F:42])[C:37]=1[F:43]. The catalyst class is: 11. (4) Reactant: [C:1]([C:3]1[N:4]=[C:5]([CH:8]2[CH2:13][CH2:12][N:11](C(OC(C)(C)C)=O)[CH2:10][CH2:9]2)[S:6][CH:7]=1)#[CH:2].FC(F)(F)C(O)=O. Product: [C:1]([C:3]1[N:4]=[C:5]([CH:8]2[CH2:13][CH2:12][NH:11][CH2:10][CH2:9]2)[S:6][CH:7]=1)#[CH:2]. The catalyst class is: 4. (5) Reactant: [CH2:1]([N:8]1[CH2:13][CH2:12][C:11]([C:15]2[CH:20]=[CH:19][C:18]([O:21][CH3:22])=[CH:17][C:16]=2[F:23])(O)[CH2:10][CH2:9]1)[C:2]1[CH:7]=[CH:6][CH:5]=[CH:4][CH:3]=1.O.C1(C)C=CC(S(O)(=O)=O)=CC=1. Product: [CH2:1]([N:8]1[CH2:9][CH:10]=[C:11]([C:15]2[CH:20]=[CH:19][C:18]([O:21][CH3:22])=[CH:17][C:16]=2[F:23])[CH2:12][CH2:13]1)[C:2]1[CH:3]=[CH:4][CH:5]=[CH:6][CH:7]=1. The catalyst class is: 48. (6) Reactant: Br[C:2]1[CH:7]=[CH:6][C:5]([C:8]([N:10]2[CH2:14][CH2:13][CH:12]([C:15]3[CH:20]=[CH:19][CH:18]=[CH:17][CH:16]=3)[CH2:11]2)=[O:9])=[CH:4][CH:3]=1.[F:21][C:22]([F:33])([F:32])[C:23]1[CH:28]=[CH:27][CH:26]=[CH:25][C:24]=1B(O)O.C(=O)([O-])[O-].[Na+].[Na+].C1(C)C=CC=CC=1. Product: [C:15]1([CH:12]2[CH2:13][CH2:14][N:10]([C:8]([C:5]3[CH:6]=[CH:7][C:2]([C:24]4[CH:25]=[CH:26][CH:27]=[CH:28][C:23]=4[C:22]([F:33])([F:32])[F:21])=[CH:3][CH:4]=3)=[O:9])[CH2:11]2)[CH:20]=[CH:19][CH:18]=[CH:17][CH:16]=1. The catalyst class is: 461. (7) Reactant: OS(O)(=O)=O.[C:6]([C:10]1[CH:16]=[CH:15][CH:14]=[CH:13][C:11]=1[NH2:12])([CH3:9])([CH3:8])[CH3:7].[N+:17]([O-])([O-:19])=[O:18].[K+]. Product: [C:6]([C:10]1[CH:16]=[CH:15][C:14]([N+:17]([O-:19])=[O:18])=[CH:13][C:11]=1[NH2:12])([CH3:9])([CH3:7])[CH3:8]. The catalyst class is: 6. (8) Reactant: C[O:2][C:3](=[O:27])[C:4]1[CH:9]=[CH:8][C:7]([C:10]2[CH2:14][C:13]([C:19]3[CH:24]=[C:23]([Cl:25])[CH:22]=[C:21]([Cl:26])[CH:20]=3)([C:15]([F:18])([F:17])[F:16])[O:12][N:11]=2)=[CH:6][CH:5]=1.[OH-].[K+].Cl. Product: [Cl:26][C:21]1[CH:20]=[C:19]([C:13]2([C:15]([F:17])([F:16])[F:18])[O:12][N:11]=[C:10]([C:7]3[CH:6]=[CH:5][C:4]([C:3]([OH:27])=[O:2])=[CH:9][CH:8]=3)[CH2:14]2)[CH:24]=[C:23]([Cl:25])[CH:22]=1. The catalyst class is: 24. (9) Product: [CH:38]([N:22]1[C:23]2[C:28](=[CH:27][CH:26]=[CH:25][CH:24]=2)[CH:29]=[CH:21]1)([C:39]1[CH:44]=[CH:43][CH:42]=[CH:41][CH:40]=1)[C:45]1[CH:50]=[CH:49][CH:48]=[CH:47][CH:46]=1. The catalyst class is: 47. Reactant: [Si](OCC[C:21]1[NH:22][C:23]2[C:28]([C:29]=1C(=O)C(OCC)=O)=[CH:27][C:26](Cl)=[CH:25][CH:24]=2)(C(C)(C)C)(C1C=CC=CC=1)C1C=CC=CC=1.[CH:38](Br)([C:45]1[CH:50]=[CH:49][CH:48]=[CH:47][CH:46]=1)[C:39]1[CH:44]=[CH:43][CH:42]=[CH:41][CH:40]=1.C([O-])([O-])=O.[Cs+].[Cs+]. (10) Product: [CH2:1]([O:8][C:9]([N:11]1[CH2:12][CH2:13][N:14]([CH2:34][C:35]([O:37][C:38]([CH3:41])([CH3:40])[CH3:39])=[O:36])[CH2:15][CH2:16][N:17]([C:23]([O:25][CH2:26][C:27]2[CH:32]=[CH:31][CH:30]=[CH:29][CH:28]=2)=[O:24])[CH2:18][CH2:19][N:20]([CH2:34][C:35]([O:37][C:38]([CH3:41])([CH3:40])[CH3:39])=[O:36])[CH2:21][CH2:22]1)=[O:10])[C:2]1[CH:3]=[CH:4][CH:5]=[CH:6][CH:7]=1. The catalyst class is: 23. Reactant: [CH2:1]([O:8][C:9]([N:11]1[CH2:22][CH2:21][NH:20][CH2:19][CH2:18][N:17]([C:23]([O:25][CH2:26][C:27]2[CH:32]=[CH:31][CH:30]=[CH:29][CH:28]=2)=[O:24])[CH2:16][CH2:15][NH:14][CH2:13][CH2:12]1)=[O:10])[C:2]1[CH:7]=[CH:6][CH:5]=[CH:4][CH:3]=1.Br[CH2:34][C:35]([O:37][C:38]([CH3:41])([CH3:40])[CH3:39])=[O:36].